Task: Predict the reactants needed to synthesize the given product.. Dataset: Full USPTO retrosynthesis dataset with 1.9M reactions from patents (1976-2016) (1) Given the product [Br:1][C:2]1[CH:3]=[CH:4][C:5]([O:6][CH2:7][C:8]([NH:13][C:14]2[CH:15]=[C:16]([CH:20]=[CH:21][CH:22]=2)[C:17]([NH2:19])=[O:18])=[O:10])=[CH:11][CH:12]=1, predict the reactants needed to synthesize it. The reactants are: [Br:1][C:2]1[CH:12]=[CH:11][C:5]([O:6][CH2:7][C:8]([OH:10])=O)=[CH:4][CH:3]=1.[NH2:13][C:14]1[CH:15]=[C:16]([CH:20]=[CH:21][CH:22]=1)[C:17]([NH2:19])=[O:18].Cl.C(NCCCN=C=NCC)C.ON1C2C=CC=CC=2N=N1.C(N(CC)C(C)C)(C)C. (2) Given the product [CH3:13][O:12][C:10]1[C:9]([S:14][CH2:15][CH2:16][C:17]2[C:25]3[C:20](=[CH:21][CH:22]=[CH:23][CH:24]=3)[N:19]([CH2:36][C:35]3[CH:34]=[CH:33][C:32]([C:31]([F:30])([F:40])[F:41])=[CH:39][CH:38]=3)[CH:18]=2)=[CH:8][C:7]([CH3:26])=[C:6]([CH:11]=1)[O:5][CH2:4][C:3]([OH:2])=[O:27], predict the reactants needed to synthesize it. The reactants are: C[O:2][C:3](=[O:27])[CH2:4][O:5][C:6]1[CH:11]=[C:10]([O:12][CH3:13])[C:9]([S:14][CH2:15][CH2:16][C:17]2[C:25]3[C:20](=[CH:21][CH:22]=[CH:23][CH:24]=3)[NH:19][CH:18]=2)=[CH:8][C:7]=1[CH3:26].[H-].[Na+].[F:30][C:31]([F:41])([F:40])[C:32]1[CH:39]=[CH:38][C:35]([CH2:36]Br)=[CH:34][CH:33]=1.Cl. (3) Given the product [N:9]1[CH:10]=[CH:11][CH:12]=[CH:13][C:8]=1[O:7][CH2:2][C:3]([CH2:5][O:7][C:8]1[CH:13]=[CH:12][CH:11]=[CH:10][N:9]=1)=[O:4], predict the reactants needed to synthesize it. The reactants are: Br[CH2:2][C:3]([CH2:5]Br)=[O:4].[OH:7][C:8]1[CH:13]=[CH:12][CH:11]=[CH:10][N:9]=1. (4) Given the product [Cl:29][C:30]1[CH:31]=[C:32]([S:37]([N:7]2[CH2:8][C@@H:9]3[CH2:14][N:13]([C:15]([O:17][C:18]([CH3:21])([CH3:20])[CH3:19])=[O:16])[CH2:12][C@H:10]3[C:11]3[N:1]=[CH:2][CH:3]=[CH:4][C:5]=3[CH2:6]2)(=[O:38])=[O:39])[CH:33]=[CH:34][C:35]=1[Cl:36], predict the reactants needed to synthesize it. The reactants are: [N:1]1[C:11]2[C@@H:10]3[CH2:12][N:13]([C:15]([O:17][C:18]([CH3:21])([CH3:20])[CH3:19])=[O:16])[CH2:14][C@H:9]3[CH2:8][NH:7][CH2:6][C:5]=2[CH:4]=[CH:3][CH:2]=1.C(N(CC)CC)C.[Cl:29][C:30]1[CH:31]=[C:32]([S:37](Cl)(=[O:39])=[O:38])[CH:33]=[CH:34][C:35]=1[Cl:36].[OH-].[Na+].